From a dataset of Reaction yield outcomes from USPTO patents with 853,638 reactions. Predict the reaction yield, written as a fraction of the theoretical maximum amount of product (1.0 means a 100% yield; for example, 0.34 means a 34% yield). The reactants are [F:1][C:2]1[CH:7]=[CH:6][C:5]([C:8]([CH3:19])([CH3:18])[CH2:9][NH:10][C:11]2[S:15][N:14]=[C:13]([C:16]#[N:17])[N:12]=2)=[CH:4][CH:3]=1.C([O-])([O-])=[O:21].[K+].[K+].OO. The catalyst is CS(C)=O. The product is [F:1][C:2]1[CH:7]=[CH:6][C:5]([C:8]([CH3:19])([CH3:18])[CH2:9][NH:10][C:11]2[S:15][N:14]=[C:13]([C:16]([NH2:17])=[O:21])[N:12]=2)=[CH:4][CH:3]=1. The yield is 0.160.